This data is from Full USPTO retrosynthesis dataset with 1.9M reactions from patents (1976-2016). The task is: Predict the reactants needed to synthesize the given product. (1) The reactants are: [C:1]1([C:13](=O)[C:14]([C:20]2[C:28]3[C:23](=[CH:24][CH:25]=[CH:26][CH:27]=3)[N:22](C(OC(C)(C)C)=O)[CH:21]=2)(C)[C:15](OC)=[O:16])[C:11]2=[C:12]3[C:7](=[CH:8][CH:9]=[CH:10]2)[CH2:6][CH2:5][CH2:4][N:3]3[CH:2]=1.[NH2:37][NH2:38].C12(CS(O)(=O)=O)C(C)(C)C(CC1)CC2=O. Given the product [C:1]1([C:13]2[NH:38][NH:37][C:15](=[O:16])[C:14]=2[C:20]2[C:28]3[C:23](=[CH:24][CH:25]=[CH:26][CH:27]=3)[NH:22][CH:21]=2)[C:11]2=[C:12]3[C:7](=[CH:8][CH:9]=[CH:10]2)[CH2:6][CH2:5][CH2:4][N:3]3[CH:2]=1, predict the reactants needed to synthesize it. (2) Given the product [C:30]([N:27]([CH2:26][C:17]1[CH:18]=[C:19]([C:22]([F:23])([F:25])[F:24])[CH:20]=[CH:21][C:16]=1[C:10]1[C:11]([O:14][CH3:15])=[CH:12][CH:13]=[C:8]([C:5]([CH3:6])([CH3:7])[C:4]([OH:33])=[O:3])[CH:9]=1)[CH2:28][CH3:29])(=[O:32])[CH3:31], predict the reactants needed to synthesize it. The reactants are: C([O:3][C:4](=[O:33])[C:5]([C:8]1[CH:9]=[C:10]([C:16]2[CH:21]=[CH:20][C:19]([C:22]([F:25])([F:24])[F:23])=[CH:18][C:17]=2[CH2:26][N:27]([C:30](=[O:32])[CH3:31])[CH2:28][CH3:29])[C:11]([O:14][CH3:15])=[CH:12][CH:13]=1)([CH3:7])[CH3:6])C.[OH-].[Na+].C(Cl)Cl.Cl. (3) Given the product [CH2:10]([N:9]([CH2:8][CH:7]1[CH2:6][NH:5][C:3](=[O:4])[CH2:2][O:24]1)[CH2:17][C:18]1[CH:23]=[CH:22][CH:21]=[CH:20][CH:19]=1)[C:11]1[CH:16]=[CH:15][CH:14]=[CH:13][CH:12]=1, predict the reactants needed to synthesize it. The reactants are: Cl[CH2:2][C:3]([NH:5][CH2:6][CH:7]([OH:24])[CH2:8][N:9]([CH2:17][C:18]1[CH:23]=[CH:22][CH:21]=[CH:20][CH:19]=1)[CH2:10][C:11]1[CH:16]=[CH:15][CH:14]=[CH:13][CH:12]=1)=[O:4].CC([O-])(C)C.[K+]. (4) Given the product [CH2:1]([S:8]([N:11]1[CH2:16][CH2:15][CH2:14][CH2:13][CH:12]1[C:17]([OH:19])=[O:18])(=[O:9])=[O:10])[C:2]1[CH:7]=[CH:6][CH:5]=[CH:4][CH:3]=1, predict the reactants needed to synthesize it. The reactants are: [CH2:1]([S:8]([N:11]1[CH2:16][CH2:15][CH2:14][CH2:13][CH:12]1[C:17]([O:19]CC)=[O:18])(=[O:10])=[O:9])[C:2]1[CH:7]=[CH:6][CH:5]=[CH:4][CH:3]=1.[Li+].[OH-].Cl. (5) Given the product [Cl:13][C:14]1[CH:15]=[C:16]([CH:20]=[CH:21][CH:22]=1)[C:17]([N:12]=[C:10]1[N:9]([CH:24]([CH2:29][CH3:30])[C:25]([OH:27])=[O:26])[C:8]2[C:3]([O:2][CH3:1])=[CH:4][CH:5]=[CH:6][C:7]=2[S:11]1)=[O:18], predict the reactants needed to synthesize it. The reactants are: [CH3:1][O:2][C:3]1[C:8]2[N:9]=[C:10]([NH2:12])[S:11][C:7]=2[CH:6]=[CH:5][CH:4]=1.[Cl:13][C:14]1[CH:15]=[C:16]([CH:20]=[CH:21][CH:22]=1)[C:17](Cl)=[O:18].Br[CH:24]([CH2:29][CH3:30])[C:25]([O:27]C)=[O:26].FC1C2N=C(N)SC=2C=C(F)C=1.C1(C)C=CC(C(Cl)=O)=CC=1.BrCC(OCC)=O. (6) Given the product [CH2:29]1[C:30]2[C:35](=[CH:34][CH:33]=[C:32]([C:2]3[CH:11]=[C:10]4[C:5]([CH:6]=[CH:7][CH:8]=[N:9]4)=[C:4]([O:12][C@@H:13]([C@H:15]4[CH2:19][NH:18][C:17](=[O:20])[CH2:16]4)[CH3:14])[CH:3]=3)[CH:31]=2)[CH2:36][CH2:37][NH:28]1, predict the reactants needed to synthesize it. The reactants are: Br[C:2]1[CH:11]=[C:10]2[C:5]([CH:6]=[CH:7][CH:8]=[N:9]2)=[C:4]([O:12][C@@H:13]([C@H:15]2[CH2:19][NH:18][C:17](=[O:20])[CH2:16]2)[CH3:14])[CH:3]=1.C(OC([N:28]1[CH2:37][CH2:36][C:35]2[C:30](=[CH:31][C:32](B3OC(C)(C)C(C)(C)O3)=[CH:33][CH:34]=2)[CH2:29]1)=O)(C)(C)C.C(=O)([O-])[O-].[Na+].[Na+]. (7) Given the product [ClH:32].[F:1][C:2]1[CH:7]=[CH:6][C:5]([C:8]2[NH:12][N:11]=[C:10]([C:13]3[CH:14]=[CH:15][C:16]([C@@H:19]4[O:24][CH2:23][CH2:22][NH:21][CH2:20]4)=[CH:17][CH:18]=3)[N:9]=2)=[CH:4][CH:3]=1, predict the reactants needed to synthesize it. The reactants are: [F:1][C:2]1[CH:7]=[CH:6][C:5]([C:8]2[NH:12][N:11]=[C:10]([C:13]3[CH:18]=[CH:17][C:16]([C@@H:19]4[O:24][CH2:23][CH2:22][N:21](C(OC(C)(C)C)=O)[CH2:20]4)=[CH:15][CH:14]=3)[N:9]=2)=[CH:4][CH:3]=1.[ClH:32].CCOCC. (8) The reactants are: O[CH2:2][C:3]([NH:6][C:7](=[O:19])[C:8]1[CH:13]=[C:12]([C:14]([F:17])([F:16])[F:15])[CH:11]=[C:10]([I:18])[CH:9]=1)([CH3:5])[CH3:4].S(Cl)(Cl)=O. Given the product [I:18][C:10]1[CH:9]=[C:8]([C:7]2[O:19][CH2:2][C:3]([CH3:4])([CH3:5])[N:6]=2)[CH:13]=[C:12]([C:14]([F:15])([F:16])[F:17])[CH:11]=1, predict the reactants needed to synthesize it. (9) Given the product [F:8][C:4]1[CH:5]=[CH:6][CH:7]=[C:2]([F:1])[C:3]=1[CH:9]1[NH:14][C:13]2[CH:15]=[CH:16][C:17]([C:34]3[N:30]([CH2:28][CH3:29])[N:31]=[C:32]([C:43]([F:44])([F:46])[F:45])[CH:33]=3)=[CH:18][C:12]=2[O:11][CH2:10]1, predict the reactants needed to synthesize it. The reactants are: [F:1][C:2]1[CH:7]=[CH:6][CH:5]=[C:4]([F:8])[C:3]=1[CH:9]1[NH:14][C:13]2[CH:15]=[CH:16][C:17](B3OC(C)(C)C(C)(C)O3)=[CH:18][C:12]=2[O:11][CH2:10]1.[CH2:28]([N:30]1[C:34](OS(C(F)(F)F)(=O)=O)=[CH:33][C:32]([C:43]([F:46])([F:45])[F:44])=[N:31]1)[CH3:29]. (10) Given the product [O:1]([CH2:19][CH2:20][C:21]1([CH2:27][CH2:28][O:29][C:31]2[CH:40]=[C:35]([C:36]([O:38][CH3:39])=[O:37])[CH:34]=[C:33]([CH:32]=2)[C:41]([O:43][CH3:44])=[O:42])[CH2:22][CH2:23][CH2:24][CH2:25][CH2:26]1)[Si:2]([C:15]([CH3:17])([CH3:18])[CH3:16])([C:9]1[CH:10]=[CH:11][CH:12]=[CH:13][CH:14]=1)[C:3]1[CH:8]=[CH:7][CH:6]=[CH:5][CH:4]=1, predict the reactants needed to synthesize it. The reactants are: [O:1]([CH2:19][CH2:20][C:21]1([CH2:27][CH2:28][OH:29])[CH2:26][CH2:25][CH2:24][CH2:23][CH2:22]1)[Si:2]([C:15]([CH3:18])([CH3:17])[CH3:16])([C:9]1[CH:14]=[CH:13][CH:12]=[CH:11][CH:10]=1)[C:3]1[CH:8]=[CH:7][CH:6]=[CH:5][CH:4]=1.O[C:31]1[CH:32]=[C:33]([C:41]([O:43][CH3:44])=[O:42])[CH:34]=[C:35]([CH:40]=1)[C:36]([O:38][CH3:39])=[O:37].C1(P(C2C=CC=CC=2)C2C=CC=CC=2)C=CC=CC=1.N(C(OCC)=O)=NC(OCC)=O.